The task is: Regression. Given two drug SMILES strings and cell line genomic features, predict the synergy score measuring deviation from expected non-interaction effect.. This data is from NCI-60 drug combinations with 297,098 pairs across 59 cell lines. (1) Drug 1: CCCCC(=O)OCC(=O)C1(CC(C2=C(C1)C(=C3C(=C2O)C(=O)C4=C(C3=O)C=CC=C4OC)O)OC5CC(C(C(O5)C)O)NC(=O)C(F)(F)F)O. Drug 2: CS(=O)(=O)OCCCCOS(=O)(=O)C. Cell line: 786-0. Synergy scores: CSS=62.9, Synergy_ZIP=-2.78, Synergy_Bliss=-2.80, Synergy_Loewe=-27.4, Synergy_HSA=-1.49. (2) Drug 1: CC12CCC(CC1=CCC3C2CCC4(C3CC=C4C5=CN=CC=C5)C)O. Drug 2: C1=C(C(=O)NC(=O)N1)F. Cell line: SN12C. Synergy scores: CSS=23.8, Synergy_ZIP=3.99, Synergy_Bliss=0.0603, Synergy_Loewe=-0.137, Synergy_HSA=0.743. (3) Drug 1: C1=CC(=CC=C1CCC2=CNC3=C2C(=O)NC(=N3)N)C(=O)NC(CCC(=O)O)C(=O)O. Drug 2: CCC1=CC2CC(C3=C(CN(C2)C1)C4=CC=CC=C4N3)(C5=C(C=C6C(=C5)C78CCN9C7C(C=CC9)(C(C(C8N6C)(C(=O)OC)O)OC(=O)C)CC)OC)C(=O)OC.C(C(C(=O)O)O)(C(=O)O)O. Cell line: NCI-H460. Synergy scores: CSS=64.8, Synergy_ZIP=-0.159, Synergy_Bliss=-1.62, Synergy_Loewe=1.26, Synergy_HSA=1.48. (4) Drug 1: CCC1(CC2CC(C3=C(CCN(C2)C1)C4=CC=CC=C4N3)(C5=C(C=C6C(=C5)C78CCN9C7C(C=CC9)(C(C(C8N6C)(C(=O)OC)O)OC(=O)C)CC)OC)C(=O)OC)O.OS(=O)(=O)O. Drug 2: C1=NC2=C(N1)C(=S)N=CN2. Cell line: HOP-92. Synergy scores: CSS=44.7, Synergy_ZIP=1.34, Synergy_Bliss=-6.35, Synergy_Loewe=-1.06, Synergy_HSA=-1.32. (5) Drug 1: CC12CCC(CC1=CCC3C2CCC4(C3CC=C4C5=CN=CC=C5)C)O. Drug 2: CC(C1=C(C=CC(=C1Cl)F)Cl)OC2=C(N=CC(=C2)C3=CN(N=C3)C4CCNCC4)N. Cell line: CCRF-CEM. Synergy scores: CSS=52.0, Synergy_ZIP=0.524, Synergy_Bliss=3.32, Synergy_Loewe=-18.8, Synergy_HSA=2.41. (6) Drug 1: CC1C(C(CC(O1)OC2CC(OC(C2O)C)OC3=CC4=CC5=C(C(=O)C(C(C5)C(C(=O)C(C(C)O)O)OC)OC6CC(C(C(O6)C)O)OC7CC(C(C(O7)C)O)OC8CC(C(C(O8)C)O)(C)O)C(=C4C(=C3C)O)O)O)O. Drug 2: COC1=C2C(=CC3=C1OC=C3)C=CC(=O)O2. Cell line: MCF7. Synergy scores: CSS=39.8, Synergy_ZIP=0.303, Synergy_Bliss=1.16, Synergy_Loewe=-30.8, Synergy_HSA=1.76. (7) Drug 1: CN1C2=C(C=C(C=C2)N(CCCl)CCCl)N=C1CCCC(=O)O.Cl. Drug 2: C(CC(=O)O)C(=O)CN.Cl. Cell line: OVCAR3. Synergy scores: CSS=13.6, Synergy_ZIP=-6.49, Synergy_Bliss=-2.43, Synergy_Loewe=-6.92, Synergy_HSA=-3.34. (8) Drug 1: CN(CC1=CN=C2C(=N1)C(=NC(=N2)N)N)C3=CC=C(C=C3)C(=O)NC(CCC(=O)O)C(=O)O. Drug 2: CC1(CCCN1)C2=NC3=C(C=CC=C3N2)C(=O)N. Cell line: NCIH23. Synergy scores: CSS=64.3, Synergy_ZIP=8.10, Synergy_Bliss=4.40, Synergy_Loewe=-17.7, Synergy_HSA=5.02. (9) Drug 1: C1=CN(C(=O)N=C1N)C2C(C(C(O2)CO)O)O.Cl. Drug 2: C1=NC2=C(N1)C(=S)N=CN2. Cell line: UACC-257. Synergy scores: CSS=12.5, Synergy_ZIP=-7.52, Synergy_Bliss=3.63, Synergy_Loewe=-1.92, Synergy_HSA=5.21.